The task is: Predict the reaction yield, written as a fraction of the theoretical maximum amount of product (1.0 means a 100% yield; for example, 0.34 means a 34% yield).. This data is from Reaction yield outcomes from USPTO patents with 853,638 reactions. (1) The reactants are [CH3:1][O:2][C:3]1[CH:11]=[CH:10][C:6]([CH2:7][CH2:8][NH2:9])=[CH:5][CH:4]=1.Cl[CH2:13][C:14]#[N:15].C(N(CC)C(C)C)(C)C. The catalyst is C1(C)C=CC=CC=1.CCOC(C)=O. The product is [CH3:1][O:2][C:3]1[CH:11]=[CH:10][C:6]([CH2:7][CH2:8][NH:9][CH2:13][C:14]#[N:15])=[CH:5][CH:4]=1. The yield is 0.970. (2) The product is [CH:11]1([C:10]2[C:9]3[C:4](=[CH:5][C:6]([C:17]([O:19][CH3:20])=[O:18])=[CH:7][CH:8]=3)[NH:3][C:2]=2[C:24]2[CH:25]=[CH:26][CH:27]=[CH:28][C:23]=2[CH:21]=[CH2:22])[CH2:16][CH2:15][CH2:14][CH2:13][CH2:12]1. The catalyst is O1CCOCC1.Cl[Pd](Cl)([P](C1C=CC=CC=1)(C1C=CC=CC=1)C1C=CC=CC=1)[P](C1C=CC=CC=1)(C1C=CC=CC=1)C1C=CC=CC=1. The yield is 0.910. The reactants are Br[C:2]1[NH:3][C:4]2[C:9]([C:10]=1[CH:11]1[CH2:16][CH2:15][CH2:14][CH2:13][CH2:12]1)=[CH:8][CH:7]=[C:6]([C:17]([O:19][CH3:20])=[O:18])[CH:5]=2.[CH:21]([C:23]1[CH:28]=[CH:27][CH:26]=[CH:25][C:24]=1B(O)O)=[CH2:22].C([O-])([O-])=O.[Na+].[Na+].CCOC(C)=O. (3) The reactants are B.CSC.[CH3:5][O:6][C:7]1[CH:8]=[C:9]([CH:23]=[CH:24][C:25]=1[O:26][CH3:27])[O:10][CH:11]([C:15]1[CH:22]=[CH:21][C:18]([C:19]#[N:20])=[CH:17][CH:16]=1)[CH2:12][CH:13]=[CH2:14].O.B1([O-])O[O:30]1.O.O.O.O.[Na+]. The catalyst is C1COCC1. The product is [CH3:5][O:6][C:7]1[CH:8]=[C:9]([CH:23]=[CH:24][C:25]=1[O:26][CH3:27])[O:10][CH:11]([C:15]1[CH:22]=[CH:21][C:18]([C:19]#[N:20])=[CH:17][CH:16]=1)[CH2:12][CH2:13][CH2:14][OH:30]. The yield is 0.770. (4) The reactants are [CH3:1][C:2]([O:39]C(=O)C)([CH3:38])[C:3]([N:5]1[CH2:8][CH:7]([CH2:9][C:10]2[N:11]([CH3:37])[C:12]3[C:17]([N:18]=2)=[C:16]([N:19]2[CH2:24][CH2:23][O:22][CH2:21][CH2:20]2)[N:15]=[C:14]([N:25]2[C:29]4[CH:30]=[CH:31][CH:32]=[CH:33][C:28]=4[N:27]=[C:26]2[CH:34]([CH3:36])[CH3:35])[N:13]=3)[CH2:6]1)=[O:4].[Li+].[OH-]. The catalyst is C1COCC1.CO. The product is [OH:39][C:2]([CH3:38])([CH3:1])[C:3]([N:5]1[CH2:8][CH:7]([CH2:9][C:10]2[N:11]([CH3:37])[C:12]3[C:17]([N:18]=2)=[C:16]([N:19]2[CH2:24][CH2:23][O:22][CH2:21][CH2:20]2)[N:15]=[C:14]([N:25]2[C:29]4[CH:30]=[CH:31][CH:32]=[CH:33][C:28]=4[N:27]=[C:26]2[CH:34]([CH3:35])[CH3:36])[N:13]=3)[CH2:6]1)=[O:4]. The yield is 0.700. (5) The reactants are C(O)(=O)C.[Si]([O:12][CH2:13][CH2:14][CH2:15][N:16]([CH3:24])[C:17](=[O:23])[O:18][C:19]([CH3:22])([CH3:21])[CH3:20])(C(C)(C)C)(C)C.CCOC(C)=O.CCCCCC. The catalyst is O.C1COCC1. The product is [OH:12][CH2:13][CH2:14][CH2:15][N:16]([CH3:24])[C:17](=[O:23])[O:18][C:19]([CH3:20])([CH3:22])[CH3:21]. The yield is 0.660.